Dataset: Reaction yield outcomes from USPTO patents with 853,638 reactions. Task: Predict the reaction yield, written as a fraction of the theoretical maximum amount of product (1.0 means a 100% yield; for example, 0.34 means a 34% yield). The reactants are [OH:1][C:2]1[CH:7]=[CH:6][C:5]([CH2:8][C:9]([N:11]2[CH2:16][CH2:15][N:14]([C:17]3[N:24]=[CH:23][CH:22]=[CH:21][C:18]=3[C:19]#[N:20])[CH2:13][CH2:12]2)=[O:10])=[CH:4][CH:3]=1.[H-].[Na+].Br[CH2:28][C:29]1[CH:34]=[CH:33][CH:32]=[CH:31][N:30]=1. The catalyst is CN(C)C=O. The product is [N:30]1[CH:31]=[CH:32][CH:33]=[CH:34][C:29]=1[CH2:28][O:1][C:2]1[CH:7]=[CH:6][C:5]([CH2:8][C:9]([N:11]2[CH2:12][CH2:13][N:14]([C:17]3[N:24]=[CH:23][CH:22]=[CH:21][C:18]=3[C:19]#[N:20])[CH2:15][CH2:16]2)=[O:10])=[CH:4][CH:3]=1. The yield is 0.630.